Dataset: Forward reaction prediction with 1.9M reactions from USPTO patents (1976-2016). Task: Predict the product of the given reaction. (1) Given the reactants [OH:1][C:2]1[CH:3]=[C:4]([CH:9]=[CH:10][CH:11]=1)[C:5]([O:7][CH3:8])=[O:6].[H-].[Na+].[Cl:14][C:15]1[CH:20]=[C:19]([N+]([O-])=O)[CH:18]=[CH:17][N:16]=1.C(OCC)(=O)C, predict the reaction product. The product is: [Cl:14][C:15]1[CH:20]=[C:19]([O:1][C:2]2[CH:3]=[C:4]([CH:9]=[CH:10][CH:11]=2)[C:5]([O:7][CH3:8])=[O:6])[CH:18]=[CH:17][N:16]=1. (2) Given the reactants [BH4-].[Na+].[CH3:3][C:4]1[CH:9]=[CH:8][C:7]([CH3:10])=[CH:6][C:5]=1[CH2:11][CH2:12][C:13](=[O:31])[CH2:14][CH2:15][S:16][CH2:17][CH2:18][C:19](=[O:30])[CH2:20][CH2:21][C:22]1[CH:27]=[C:26]([CH3:28])[CH:25]=[CH:24][C:23]=1[CH3:29].Cl, predict the reaction product. The product is: [CH3:29][C:23]1[CH:24]=[CH:25][C:26]([CH3:28])=[CH:27][C:22]=1[CH2:21][CH2:20][CH:19]([OH:30])[CH2:18][CH2:17][S:16][CH2:15][CH2:14][CH:13]([OH:31])[CH2:12][CH2:11][C:5]1[CH:6]=[C:7]([CH3:10])[CH:8]=[CH:9][C:4]=1[CH3:3]. (3) Given the reactants [C:1]1(=[O:12])[O:11][C@H:8]([CH2:9][OH:10])[C@@H:6]([OH:7])[C@H:4]([OH:5])[C@H:2]1[OH:3].O1CCCC1.CN1CCOCC1.[CH3:25][Si:26](Cl)([CH3:28])[CH3:27], predict the reaction product. The product is: [CH3:25][Si:26]([CH3:28])([CH3:27])[O:3][C@@H:2]1[C@@H:4]([O:5][Si:26]([CH3:28])([CH3:27])[CH3:25])[C@H:6]([O:7][Si:26]([CH3:28])([CH3:27])[CH3:25])[C@@H:8]([CH2:9][O:10][Si:26]([CH3:28])([CH3:27])[CH3:25])[O:11][C:1]1=[O:12]. (4) Given the reactants [C:1]([O:5][C:6]([N:8]1[C@H:13]([CH2:14][NH2:15])[CH2:12][C@H:11]2[C@@H:9]1[CH2:10]2)=[O:7])([CH3:4])([CH3:3])[CH3:2].[N:16]1[C:25]2[C:20](=[CH:21][CH:22]=[CH:23][C:24]=2[C:26](O)=[O:27])[CH:19]=[CH:18][CH:17]=1, predict the reaction product. The product is: [C:1]([O:5][C:6]([N:8]1[C@H:13]([CH2:14][NH:15][C:26]([C:24]2[CH:23]=[CH:22][CH:21]=[C:20]3[C:25]=2[N:16]=[CH:17][CH:18]=[CH:19]3)=[O:27])[CH2:12][C@H:11]2[C@@H:9]1[CH2:10]2)=[O:7])([CH3:4])([CH3:3])[CH3:2]. (5) Given the reactants N[C:2]1[CH:3]=[C:4](/[CH:9]=[CH:10]/[C:11]([O:13][CH3:14])=[O:12])[CH:5]=[CH:6][C:7]=1[NH2:8].[C:15]([O:19][C:20]([NH:22][C:23]1([C:28](O)=[O:29])[CH2:27][CH2:26][CH2:25][CH2:24]1)=[O:21])([CH3:18])([CH3:17])[CH3:16].CN(C(ON1N=NC2C=CC=NC1=2)=[N+](C)C)C.F[P-](F)(F)(F)(F)F.CCN(C(C)C)C(C)C, predict the reaction product. The product is: [C:15]([O:19][C:20]([NH:22][C:23]1([C:28]([NH:8][C:7]2[CH:6]=[CH:5][C:4](/[CH:9]=[CH:10]/[C:11]([O:13][CH3:14])=[O:12])=[CH:3][CH:2]=2)=[O:29])[CH2:27][CH2:26][CH2:25][CH2:24]1)=[O:21])([CH3:18])([CH3:17])[CH3:16].